From a dataset of Forward reaction prediction with 1.9M reactions from USPTO patents (1976-2016). Predict the product of the given reaction. Given the reactants [CH:1]#[C:2][CH2:3][CH2:4][CH2:5][CH3:6].[CH:7]([Mg]Cl)([CH3:9])[CH3:8].[S:12]1[CH:16]=[CH:15][C:14]2[C:17](=O)[C:18]3[S:19][CH:20]=[CH:21][C:22]=3C(=O)[C:13]1=2.Cl[Sn]Cl.[CH2:29]1[CH2:33]O[CH2:31][CH2:30]1, predict the reaction product. The product is: [C:7]([C:9]1[C:13]2[S:12][CH:16]=[CH:15][C:14]=2[C:17]([C:1]#[C:2][CH2:3][CH2:4][CH2:5][CH3:6])=[C:18]2[S:19][CH:20]=[CH:21][C:22]=12)#[C:8][CH2:33][CH2:29][CH2:30][CH3:31].